From a dataset of Experimentally validated miRNA-target interactions with 360,000+ pairs, plus equal number of negative samples. Binary Classification. Given a miRNA mature sequence and a target amino acid sequence, predict their likelihood of interaction. (1) Result: 0 (no interaction). The protein sequence of the target gene is MLGLPWKGGLSWALLLLLLGSQILLIYAWHFHEQRDCDEHNVMARYLPATVEFAVHTFNQQSKDYYAYRLGHILNSWKEQVESKTVFSMELLLGRTRCGKFEDDIDNCHFQESTELNNTFTCFFTISTRPWMTQFSLLNKTCLEGFH. The miRNA is hsa-miR-4793-5p with sequence ACAUCCUGCUCCACAGGGCAGAGG. (2) The miRNA is mmu-miR-1964-3p with sequence CCGACUUCUGGGCUCCGGCUUU. The protein sequence of the target gene is MSRQLTHFPRGERLGFSGCSAVLSGGIGSSSASFRARVKGSASFGSKSLSCLGGSRSLALSAAARRGGGRLGGFVGTAFGSAGLGPKCPSVCPPGGIPQVTVNKSLLAPLNVEMDPEIQRVRAQEREQIKALNNKFASFIDKVRFLEQQNQVLETKWNLLQQLDLNNCRKNLEPIYEGYISNLQKQLEMLSGDGVRLDSELRNMQDLVEDYKKRYEVEINRRTAAENEFVVLKKDVDAAYMNKVELQAKVDSLTDEIKFFKCLYEGEITQIQSHISDTSIVLSMDNNRDLDLDSIIAEVR.... Result: 0 (no interaction). (3) The miRNA is hsa-miR-6770-5p with sequence UGAGAAGGCACAGCUUGCACGUGA. The protein sequence of the target gene is MGCDGRVSELLRRNLQPTLTYWSVFFSFGLCIAFLGPTLLDLRCQTHSSLPQISWVFFSQQLCLLLGSALGGVFKRTLAQSLWALFTSTLVISLVFAVIPFCHDVKVLASVIALAGLAMGCIDTVANMQLVRIYQKDSAFFLQVLHFFVGLGALLSPLIADPFLSEANCFPANNTANATSRSHGSRVLSQHHAAAQPWINQTIPRLPPKEVTENHVSYAFWIMALINLPVPLAVLFLLSKERLLTCAQRKPLLLSADELALETRPAEKEDTSSLAPKFQPHSGQEDLFSCCQRKNFRGAP.... Result: 0 (no interaction). (4) The miRNA is hsa-miR-6784-5p with sequence GCCGGGGCUUUGGGUGAGGG. The protein sequence of the target gene is MTKFQEAVTFKDVAVAFTEEELGLLDSAQRKLYRDVMLENFRNLVSVGHQSFKPDMISQLEREEKLWMKELQTQRGKHSGDRNQNEMATLHKAGLRCFSLGELSCWQIKRHIASKLARSQDSMINIEGKSSQFPKHHDSPCQVGAGESIQASVDDNCLVNHIGDHSSIIENQEFPTGKVPNSWSKIYLNETQNYQRSCKQTQMKNKLCIFAPYVDIFSCISHHHDDNIVHKRDKVHSNSDCGKDTLKVSPLTQRSIHTGQKTYQGNECEEAFNDSSSLELHKQVHLGKKSPACSTHEKDT.... Result: 0 (no interaction).